From a dataset of Full USPTO retrosynthesis dataset with 1.9M reactions from patents (1976-2016). Predict the reactants needed to synthesize the given product. (1) Given the product [Cl:8][C:6]1[CH:5]=[C:4]([N:9]2[C:13](=[O:14])[C@@:12]([CH3:27])([CH2:15][C:16]3[CH:17]=[CH:18][C:19]([O:22][C:23]([F:26])([F:24])[F:25])=[CH:20][CH:21]=3)[N:11]3[C:28]([I:31])=[CH:29][N:30]=[C:10]23)[CH:3]=[C:2]([Cl:1])[CH:7]=1, predict the reactants needed to synthesize it. The reactants are: [Cl:1][C:2]1[CH:3]=[C:4]([N:9]2[C:13](=[O:14])[C@@:12]([CH3:27])([CH2:15][C:16]3[CH:21]=[CH:20][C:19]([O:22][C:23]([F:26])([F:25])[F:24])=[CH:18][CH:17]=3)[N:11]3[CH:28]=[CH:29][N:30]=[C:10]23)[CH:5]=[C:6]([Cl:8])[CH:7]=1.[I:31]N1C(=O)CCC1=O.C1(C)C=CC(S([O-])(=O)=O)=CC=1.[NH+]1C=CC=CC=1. (2) Given the product [F:1][C:2]1[CH:3]=[C:4]([N:5]2[C:27](=[O:28])[CH:26]=[C:25]([CH3:31])[N:21]=[C:22]2[CH3:24])[CH:6]=[CH:7][C:8]=1[N:9]1[CH2:14][CH2:13][O:12][CH2:11][CH2:10]1, predict the reactants needed to synthesize it. The reactants are: [F:1][C:2]1[CH:3]=[C:4]([CH:6]=[CH:7][C:8]=1[N:9]1[CH2:14][CH2:13][O:12][CH2:11][CH2:10]1)[NH2:5].C[Al](C)C.N#N.[NH:21](/[C:25](/[CH3:31])=[CH:26]\[C:27](OC)=[O:28])[C:22]([CH3:24])=O. (3) Given the product [NH2:1][C:2]1[N:10]=[C:9]([NH2:11])[CH:8]=[CH:7][C:3]=1[C:4]([NH:59][CH2:58][C:57]1[CH:60]=[CH:61][C:54]([O:53][CH2:46][C:47]2[CH:52]=[CH:51][CH:50]=[CH:49][CH:48]=2)=[CH:55][CH:56]=1)=[O:6], predict the reactants needed to synthesize it. The reactants are: [NH2:1][C:2]1[N:10]=[C:9]([NH2:11])[CH:8]=[CH:7][C:3]=1[C:4]([OH:6])=O.C(N(CC)CC)C.F[P-](F)(F)(F)(F)F.N1(O[P+](N(C)C)(N(C)C)N(C)C)C2C=CC=CC=2N=N1.[CH2:46]([O:53][C:54]1[CH:61]=[CH:60][C:57]([CH2:58][NH2:59])=[CH:56][CH:55]=1)[C:47]1[CH:52]=[CH:51][CH:50]=[CH:49][CH:48]=1.N1C2C(=NC=CC=2)C=C1. (4) Given the product [Cl:8][C:6]1[N:7]=[C:2]([Cl:1])[N:3]=[C:4]([N:9]2[CH2:13][CH2:12][CH2:18][C:11]([F:14])([F:15])[CH2:10]2)[N:5]=1, predict the reactants needed to synthesize it. The reactants are: [Cl:1][C:2]1[N:7]=[C:6]([Cl:8])[N:5]=[C:4]([N:9]2[CH2:13][CH2:12][C:11]([F:15])([F:14])[CH2:10]2)[N:3]=1.Cl.F[C:18]1(F)CCNC1.